Predict the reactants needed to synthesize the given product. From a dataset of Full USPTO retrosynthesis dataset with 1.9M reactions from patents (1976-2016). (1) The reactants are: [F:1][C:2]1[CH:3]=[C:4]2[O:8][C:7]([C:9]3[N:10]=[C:11]4[N:15]([CH:16]=3)[N:14]=[C:13]([O:17][CH3:18])[S:12]4)=[CH:6][C:5]2=[C:19]([OH:21])[CH:20]=1.O[CH2:23][C:24]1[N:25]=[C:26]([C:29]2[CH:39]=[CH:38][C:32]([C:33]([N:35]([CH3:37])[CH3:36])=[O:34])=[CH:31][CH:30]=2)[S:27][CH:28]=1. Given the product [F:1][C:2]1[CH:20]=[C:19]([O:21][CH2:23][C:24]2[N:25]=[C:26]([C:29]3[CH:39]=[CH:38][C:32]([C:33]([N:35]([CH3:36])[CH3:37])=[O:34])=[CH:31][CH:30]=3)[S:27][CH:28]=2)[C:5]2[CH:6]=[C:7]([C:9]3[N:10]=[C:11]4[N:15]([CH:16]=3)[N:14]=[C:13]([O:17][CH3:18])[S:12]4)[O:8][C:4]=2[CH:3]=1, predict the reactants needed to synthesize it. (2) Given the product [Cl:18][C:19]1[CH:24]=[CH:23][CH:22]=[CH:21][C:20]=1[N:25]1[CH2:30][CH2:29][N:28]([CH2:2][CH2:3][CH2:4][CH2:5][C:6]2([CH2:16][CH3:17])[C:14]3[C:9](=[CH:10][CH:11]=[CH:12][CH:13]=3)[NH:8][C:7]2=[O:15])[CH2:27][CH2:26]1, predict the reactants needed to synthesize it. The reactants are: Cl[CH2:2][CH2:3][CH2:4][CH2:5][C:6]1([CH2:16][CH3:17])[C:14]2[C:9](=[CH:10][CH:11]=[CH:12][CH:13]=2)[NH:8][C:7]1=[O:15].[Cl:18][C:19]1[CH:24]=[CH:23][CH:22]=[CH:21][C:20]=1[N:25]1[CH2:30][CH2:29][NH:28][CH2:27][CH2:26]1.